Dataset: NCI-60 drug combinations with 297,098 pairs across 59 cell lines. Task: Regression. Given two drug SMILES strings and cell line genomic features, predict the synergy score measuring deviation from expected non-interaction effect. (1) Drug 1: CC1=C2C(C(=O)C3(C(CC4C(C3C(C(C2(C)C)(CC1OC(=O)C(C(C5=CC=CC=C5)NC(=O)C6=CC=CC=C6)O)O)OC(=O)C7=CC=CC=C7)(CO4)OC(=O)C)O)C)OC(=O)C. Drug 2: CC(C)(C1=NC(=CC=C1)N2C3=NC(=NC=C3C(=O)N2CC=C)NC4=CC=C(C=C4)N5CCN(CC5)C)O. Cell line: HCT116. Synergy scores: CSS=61.6, Synergy_ZIP=1.97, Synergy_Bliss=0.411, Synergy_Loewe=-2.08, Synergy_HSA=2.86. (2) Synergy scores: CSS=68.4, Synergy_ZIP=-2.18, Synergy_Bliss=-4.87, Synergy_Loewe=-57.1, Synergy_HSA=-4.36. Drug 1: CC=C1C(=O)NC(C(=O)OC2CC(=O)NC(C(=O)NC(CSSCCC=C2)C(=O)N1)C(C)C)C(C)C. Cell line: SR. Drug 2: C1CNP(=O)(OC1)N(CCCl)CCCl. (3) Drug 1: CC1C(C(=O)NC(C(=O)N2CCCC2C(=O)N(CC(=O)N(C(C(=O)O1)C(C)C)C)C)C(C)C)NC(=O)C3=C4C(=C(C=C3)C)OC5=C(C(=O)C(=C(C5=N4)C(=O)NC6C(OC(=O)C(N(C(=O)CN(C(=O)C7CCCN7C(=O)C(NC6=O)C(C)C)C)C)C(C)C)C)N)C. Drug 2: C1=NC2=C(N=C(N=C2N1C3C(C(C(O3)CO)O)F)Cl)N. Cell line: NCI/ADR-RES. Synergy scores: CSS=25.3, Synergy_ZIP=2.04, Synergy_Bliss=1.88, Synergy_Loewe=-19.9, Synergy_HSA=-1.79.